Dataset: Reaction yield outcomes from USPTO patents with 853,638 reactions. Task: Predict the reaction yield, written as a fraction of the theoretical maximum amount of product (1.0 means a 100% yield; for example, 0.34 means a 34% yield). (1) The reactants are C(OC([C:6]1[N:7]([CH2:19][CH2:20][NH:21][C:22]([O:24]C(C)(C)C)=O)[N:8]=[C:9]([CH2:11][O:12][C:13]2[CH:18]=[CH:17][CH:16]=[CH:15][CH:14]=2)[CH:10]=1)=O)C.C([O-])([O-])=O.[Na+].[Na+]. The catalyst is Cl.O1CCOCC1. The product is [O:12]([CH2:11][C:9]1[CH:10]=[C:6]2[C:22](=[O:24])[NH:21][CH2:20][CH2:19][N:7]2[N:8]=1)[C:13]1[CH:18]=[CH:17][CH:16]=[CH:15][CH:14]=1. The yield is 0.850. (2) The reactants are [F:1][C:2]1[CH:3]=[C:4]([NH:9][C:10]2[CH:15]=[CH:14][N:13]=[CH:12][N:11]=2)[C:5]([NH2:8])=[CH:6][CH:7]=1.[C:16]([NH:23][C@H:24]([C:26](O)=[O:27])[CH3:25])([O:18][C:19]([CH3:22])([CH3:21])[CH3:20])=[O:17].C1C=NC2N(O)N=NC=2C=1.CCN=C=NCCCN(C)C.Cl. The catalyst is C(Cl)Cl. The product is [C:19]([O:18][C:16](=[O:17])[NH:23][C@H:24]([C:26](=[O:27])[NH:8][C:5]1[CH:6]=[CH:7][C:2]([F:1])=[CH:3][C:4]=1[NH:9][C:10]1[CH:15]=[CH:14][N:13]=[CH:12][N:11]=1)[CH3:25])([CH3:20])([CH3:21])[CH3:22]. The yield is 0.600. (3) The reactants are Br[CH2:2][C:3]([C:5]1[CH:10]=[CH:9][CH:8]=[CH:7][CH:6]=1)=[O:4].[S-:11][C:12]#[N:13].[K+]. The catalyst is C(O)C. The product is [O:4]=[C:3]([C:5]1[CH:10]=[CH:9][CH:8]=[CH:7][CH:6]=1)[CH2:2][S:11][C:12]#[N:13]. The yield is 0.676. (4) The reactants are [NH2:1][C:2]1[C:3]([C:9]([O:11][CH3:12])=[O:10])=[N:4][CH:5]=[C:6]([F:8])[CH:7]=1.C1C(=O)N([Br:20])C(=O)C1. The catalyst is C(#N)C. The product is [NH2:1][C:2]1[C:3]([C:9]([O:11][CH3:12])=[O:10])=[N:4][C:5]([Br:20])=[C:6]([F:8])[CH:7]=1. The yield is 0.770. (5) The reactants are [Cl:1][C:2]1[N:11]=[C:10](Cl)[C:9]2[C:4](=[CH:5][CH:6]=[CH:7][CH:8]=2)[N:3]=1.[CH3:13][O-:14].[Na+]. The catalyst is CO. The product is [Cl:1][C:2]1[N:11]=[C:10]([O:14][CH3:13])[C:9]2[C:4](=[CH:5][CH:6]=[CH:7][CH:8]=2)[N:3]=1. The yield is 0.960. (6) The reactants are [F:1][C:2]1[CH:3]=[C:4]([C:8]2[CH:16]=[CH:15][CH:14]=[C:13]3[C:9]=2[CH2:10][C:11](=[O:17])[NH:12]3)[CH:5]=[CH:6][CH:7]=1.[CH3:18][N:19]([CH3:35])[C@H:20]1[CH2:24][CH2:23][N:22]([C:25]([C:27]2[CH:31]=[C:30]([CH3:32])[NH:29][C:28]=2[CH:33]=O)=[O:26])[CH2:21]1. The catalyst is C(O)C.N1CCCCC1. The product is [CH3:18][N:19]([CH3:35])[C@H:20]1[CH2:24][CH2:23][N:22]([C:25]([C:27]2[CH:31]=[C:30]([CH3:32])[NH:29][C:28]=2[CH:33]=[C:10]2[C:9]3[C:13](=[CH:14][CH:15]=[CH:16][C:8]=3[C:4]3[CH:5]=[CH:6][CH:7]=[C:2]([F:1])[CH:3]=3)[NH:12][C:11]2=[O:17])=[O:26])[CH2:21]1. The yield is 0.530. (7) The reactants are [C:1]([C:3]1[C:19]2=[CH:20][C:6]([C@@H:7]([NH:26][C:27](=[O:33])[O:28][C:29]([CH3:32])([CH3:31])[CH3:30])[CH2:8][CH:9]=[CH:10][C@@H:11]([CH3:25])[C:12](=[O:24])[NH:13][C:14]3[CH:15]=[N:16][N:17]([CH:21]([F:23])[F:22])[C:18]=32)=[CH:5][CH:4]=1)#[N:2].C(Cl)Cl.CC(OI1(OC(C)=O)(OC(C)=O)OC(=O)C2C=CC=CC1=2)=O. The catalyst is CCO.O=[Pt]=O. The product is [C:1]([C:3]1[C:19]2=[CH:20][C:6]([C@@H:7]([NH:26][C:27](=[O:33])[O:28][C:29]([CH3:32])([CH3:31])[CH3:30])[CH2:8][CH2:9][CH2:10][C@@H:11]([CH3:25])[C:12](=[O:24])[NH:13][C:14]3[CH:15]=[N:16][N:17]([CH:21]([F:22])[F:23])[C:18]=32)=[CH:5][CH:4]=1)#[N:2]. The yield is 1.00. (8) The reactants are [Cl-].O[NH3+:3].[C:4](=[O:7])([O-])[OH:5].[Na+].CS(C)=O.[CH3:13][C:14]1[N:18]=[C:17]([C@H:19]2[CH2:24][CH2:23][C@H:22]([N:25]3[C:30](=[O:31])[C:29]([CH2:32][C:33]4[CH:38]=[CH:37][C:36]([C:39]5[C:40]([C:45]#[N:46])=[CH:41][CH:42]=[CH:43][CH:44]=5)=[CH:35][CH:34]=4)=[C:28]([CH2:47][CH2:48][CH3:49])[N:27]4[N:50]=[CH:51][N:52]=[C:26]34)[CH2:21][CH2:20]2)[O:16][N:15]=1. The catalyst is C(OCC)(=O)C. The product is [CH3:13][C:14]1[N:18]=[C:17]([C@H:19]2[CH2:20][CH2:21][C@H:22]([N:25]3[C:30](=[O:31])[C:29]([CH2:32][C:33]4[CH:38]=[CH:37][C:36]([C:39]5[CH:44]=[CH:43][CH:42]=[CH:41][C:40]=5[C:45]5[NH:3][C:4](=[O:7])[O:5][N:46]=5)=[CH:35][CH:34]=4)=[C:28]([CH2:47][CH2:48][CH3:49])[N:27]4[N:50]=[CH:51][N:52]=[C:26]34)[CH2:23][CH2:24]2)[O:16][N:15]=1. The yield is 0.380.